This data is from Reaction yield outcomes from USPTO patents with 853,638 reactions. The task is: Predict the reaction yield, written as a fraction of the theoretical maximum amount of product (1.0 means a 100% yield; for example, 0.34 means a 34% yield). (1) The reactants are [C:1]([NH:6][C:7]1[C:16]([N+:17]([O-])=O)=[CH:15][CH:14]=[CH:13][C:8]=1[C:9]([O:11][CH3:12])=[O:10])(=[O:5])[CH2:2][CH2:3][CH3:4]. The catalyst is CO.[C].[Pd]. The product is [NH2:17][C:16]1[C:7]([NH:6][C:1](=[O:5])[CH2:2][CH2:3][CH3:4])=[C:8]([CH:13]=[CH:14][CH:15]=1)[C:9]([O:11][CH3:12])=[O:10]. The yield is 1.00. (2) The reactants are C[O:2][C:3](=[O:34])[CH2:4][CH2:5][C:6]1[CH:11]=[CH:10][CH:9]=[CH:8][C:7]=1[O:12][C:13]1[CH:18]=[CH:17][C:16]([CH2:19][CH:20]([NH:26][C:27]([O:29][C:30]([CH3:33])([CH3:32])[CH3:31])=[O:28])[C:21](=[O:25])[N:22]([CH3:24])[CH3:23])=[CH:15][CH:14]=1.[OH-].[Li+]. The catalyst is C1COCC1.O. The product is [C:30]([O:29][C:27]([NH:26][CH:20]([C:21](=[O:25])[N:22]([CH3:24])[CH3:23])[CH2:19][C:16]1[CH:17]=[CH:18][C:13]([O:12][C:7]2[CH:8]=[CH:9][CH:10]=[CH:11][C:6]=2[CH2:5][CH2:4][C:3]([OH:34])=[O:2])=[CH:14][CH:15]=1)=[O:28])([CH3:32])([CH3:31])[CH3:33]. The yield is 0.970.